This data is from Full USPTO retrosynthesis dataset with 1.9M reactions from patents (1976-2016). The task is: Predict the reactants needed to synthesize the given product. (1) Given the product [CH:1]([C:3]1[C:4]([O:14][CH2:15][C:16]2[CH:44]=[CH:43][C:19]([O:20][CH2:21][C:22]3[N:23]=[C:24]([C:28]4[CH:29]=[CH:30][C:31]([O:38][CH3:50])=[C:32]([CH:37]=4)[C:33]([O:35][CH3:36])=[O:34])[O:25][C:26]=3[CH3:27])=[C:18]([O:45][CH3:46])[CH:17]=2)=[N:5][N:6]([C:8]2[CH:13]=[CH:12][CH:11]=[CH:10][CH:9]=2)[CH:7]=1)=[O:2], predict the reactants needed to synthesize it. The reactants are: [CH:1]([C:3]1[C:4]([O:14][CH2:15][C:16]2[CH:44]=[CH:43][C:19]([O:20][CH2:21][C:22]3[N:23]=[C:24]([C:28]4[CH:29]=[CH:30][C:31]([O:38]S(C)(=O)=O)=[C:32]([CH:37]=4)[C:33]([O:35][CH3:36])=[O:34])[O:25][C:26]=3[CH3:27])=[C:18]([O:45][CH3:46])[CH:17]=2)=[N:5][N:6]([C:8]2[CH:13]=[CH:12][CH:11]=[CH:10][CH:9]=2)[CH:7]=1)=[O:2].[OH-].[Na+].Cl.[C:50](=O)([O-])[O-].[K+].[K+].CI. (2) Given the product [Br:8][C:9]1[CH:10]=[C:11]([NH:12][C:5](=[O:7])[CH2:4][CH2:3][O:2][CH3:1])[CH:13]=[CH:14][CH:15]=1, predict the reactants needed to synthesize it. The reactants are: [CH3:1][O:2][CH2:3][CH2:4][C:5]([OH:7])=O.[Br:8][C:9]1[CH:10]=[C:11]([CH:13]=[CH:14][CH:15]=1)[NH2:12]. (3) Given the product [F:12][C:9]1[CH:8]=[CH:7][CH:6]=[C:5]2[C:10]=1[CH:11]=[C:2]([N:19]1[CH2:20][CH2:21][CH:16]([N:15]([CH3:22])[CH3:14])[CH2:17][CH2:18]1)[NH:3][C:4]2=[O:13], predict the reactants needed to synthesize it. The reactants are: Cl[C:2]1[NH:3][C:4](=[O:13])[C:5]2[C:10]([CH:11]=1)=[C:9]([F:12])[CH:8]=[CH:7][CH:6]=2.[CH3:14][N:15]([CH3:22])[CH:16]1[CH2:21][CH2:20][NH:19][CH2:18][CH2:17]1. (4) Given the product [Cl:19][C:12]1[N:13]=[CH:14][C:15]2[NH:16][C:4](=[O:3])[CH2:5][N:6]([CH:7]([CH3:9])[CH3:8])[C:10]=2[N:11]=1, predict the reactants needed to synthesize it. The reactants are: C([O:3][C:4](=O)[CH2:5][N:6]([C:10]1[C:15]([N+:16]([O-])=O)=[CH:14][N:13]=[C:12]([Cl:19])[N:11]=1)[CH:7]([CH3:9])[CH3:8])C.[H][H]. (5) Given the product [C:2]1([C:1](=[N:14][C:68]2[CH:69]=[C:70]([C:78]([CH:80]3[CH2:81][CH2:82][N:83]([CH3:86])[CH2:84][CH2:85]3)=[O:79])[CH:71]=[C:72]([C:74]([F:75])([F:76])[F:77])[CH:73]=2)[C:8]2[CH:9]=[CH:10][CH:11]=[CH:12][CH:13]=2)[CH:7]=[CH:6][CH:5]=[CH:4][CH:3]=1, predict the reactants needed to synthesize it. The reactants are: [C:1](=[NH:14])([C:8]1[CH:13]=[CH:12][CH:11]=[CH:10][CH:9]=1)[C:2]1[CH:7]=[CH:6][CH:5]=[CH:4][CH:3]=1.C1(P(C2C=CC=CC=2)C2C=CC3C(=CC=CC=3)C=2C2C3C(=CC=CC=3)C=CC=2P(C2C=CC=CC=2)C2C=CC=CC=2)C=CC=CC=1.C(=O)([O-])[O-].[Cs+].[Cs+].Br[C:68]1[CH:69]=[C:70]([C:78]([CH:80]2[CH2:85][CH2:84][N:83]([CH3:86])[CH2:82][CH2:81]2)=[O:79])[CH:71]=[C:72]([C:74]([F:77])([F:76])[F:75])[CH:73]=1. (6) Given the product [F:20][C:21]1[N:22]=[C:23]([O:16][C:13]2[CH:14]=[CH:15][C:7]3[CH:6]([CH2:5][C:4]([OH:3])=[O:17])[O:10][B:9]([OH:11])[C:8]=3[CH:12]=2)[CH:24]=[CH:25][CH:26]=1, predict the reactants needed to synthesize it. The reactants are: C([O:3][C:4](=[O:17])[CH2:5][CH:6]1[O:10][B:9]([OH:11])[C:8]2[CH:12]=[C:13]([OH:16])[CH:14]=[CH:15][C:7]1=2)C.[H-].[Na+].[F:20][C:21]1[CH:26]=[CH:25][CH:24]=[C:23](F)[N:22]=1. (7) Given the product [OH:11][C:3]1[C:2]([CH3:1])=[CH:10][CH:9]=[CH:8][C:4]=1[C:5](=[O:7])[CH3:12], predict the reactants needed to synthesize it. The reactants are: [CH3:1][C:2]1[CH:10]=[CH:9][CH:8]=[C:4]([C:5]([OH:7])=O)[C:3]=1[OH:11].[CH3:12][Li].Cl. (8) The reactants are: Cl[C:2]1[N:7]=[C:6]([N:8]2[C@@H:12]([CH:13]([CH3:15])[CH3:14])[CH2:11][O:10][C:9]2=[O:16])[CH:5]=[CH:4][N:3]=1.Cl.C[NH:19][CH2:20][C:21]#[CH:22].[CH:23](N(C(C)C)CC)(C)C. Given the product [CH:13]([C@H:12]1[CH2:11][O:10][C:9](=[O:16])[N:8]1[C:6]1[CH:5]=[CH:4][N:3]=[C:2]([NH:19][C@@H:20]([CH3:23])[C:21]#[CH:22])[N:7]=1)([CH3:15])[CH3:14], predict the reactants needed to synthesize it. (9) Given the product [CH3:1][O:2][C:3](=[O:39])[CH2:4][CH2:5][NH:6][C:7](=[O:38])[C:8]1[CH:9]=[CH:10][C:11]([C:14]([C:21]2[CH:26]=[CH:25][C:24]([C:27]3[CH:32]=[CH:31][C:30]([C:33]([F:35])([F:36])[F:34])=[CH:29][CH:28]=3)=[CH:23][CH:22]=2)=[CH:15][CH2:16][CH2:17][CH2:18][CH2:19][CH3:20])=[CH:12][CH:13]=1, predict the reactants needed to synthesize it. The reactants are: [CH3:1][O:2][C:3](=[O:39])[CH2:4][CH2:5][NH:6][C:7](=[O:38])[C:8]1[CH:13]=[CH:12][C:11]([C:14](O)([C:21]2[CH:26]=[CH:25][C:24]([C:27]3[CH:32]=[CH:31][C:30]([C:33]([F:36])([F:35])[F:34])=[CH:29][CH:28]=3)=[CH:23][CH:22]=2)[CH2:15][CH2:16][CH2:17][CH2:18][CH2:19][CH3:20])=[CH:10][CH:9]=1.C(O)(C(F)(F)F)=O.C([SiH](CC)CC)C. (10) Given the product [O:36]=[C:20]([C:21]1[S:22][C:23]([C:26]2[CH:27]=[CH:28][C:29]([C:32]([F:35])([F:33])[F:34])=[CH:30][CH:31]=2)=[CH:24][CH:25]=1)[CH2:19][CH2:18][C:15]1[CH:16]=[CH:17][C:12]([O:11][C:2]([CH3:10])([CH3:1])[C:3]([OH:5])=[O:4])=[CH:13][CH:14]=1, predict the reactants needed to synthesize it. The reactants are: [CH3:1][C:2]([O:11][C:12]1[CH:17]=[CH:16][C:15]([CH2:18][CH2:19][C:20](=[O:36])[C:21]2[S:22][C:23]([C:26]3[CH:31]=[CH:30][C:29]([C:32]([F:35])([F:34])[F:33])=[CH:28][CH:27]=3)=[CH:24][CH:25]=2)=[CH:14][CH:13]=1)([CH3:10])[C:3]([O:5]C(C)(C)C)=[O:4].FC(F)(F)C(O)=O.